This data is from Reaction yield outcomes from USPTO patents with 853,638 reactions. The task is: Predict the reaction yield, written as a fraction of the theoretical maximum amount of product (1.0 means a 100% yield; for example, 0.34 means a 34% yield). (1) The reactants are [CH3:1][C:2]1[N:3]=[C:4]([N:12]2[CH2:16][CH2:15][N:14]([C:17]3C=[CH:21][CH:20]=[CH:19][CH:18]=3)[C:13]2=[O:23])[S:5][C:6]=1[C:7]([O:9]CC)=[O:8].CC1N=C(N2CCN(CCCCC)C2=O)SC=1C(OCC)=O. No catalyst specified. The product is [CH3:1][C:2]1[N:3]=[C:4]([N:12]2[CH2:16][CH2:15][N:14]([CH2:17][CH2:18][CH2:19][CH2:20][CH3:21])[C:13]2=[O:23])[S:5][C:6]=1[C:7]([OH:9])=[O:8]. The yield is 0.650. (2) The reactants are [CH3:1][O:2][C:3]1[CH:4]=[C:5]([C:11]2[C:19]3[C:14](=[CH:15][CH:16]=[C:17]([C:20]#[N:21])[CH:18]=3)[NH:13][N:12]=2)[CH:6]=[CH:7][C:8]=1[O:9][CH3:10].C([Sn]([N:35]=[N+:36]=[N-:37])(CCCC)CCCC)CCC.[OH-].[Na+]. The catalyst is C1(C)C=CC=CC=1. The product is [N:21]1[NH:35][N:36]=[N:37][C:20]=1[C:17]1[CH:18]=[C:19]2[C:14](=[CH:15][CH:16]=1)[NH:13][N:12]=[C:11]2[C:5]1[CH:6]=[CH:7][C:8]([O:9][CH3:10])=[C:3]([O:2][CH3:1])[CH:4]=1. The yield is 0.530. (3) The reactants are Cl[C:2]1[N:7]=[CH:6][N:5]=[C:4]([O:8][C:9]2[CH:10]=[CH:11][C:12]([NH2:15])=[N:13][CH:14]=2)[CH:3]=1.[CH3:16][N:17]1[CH:21]=[C:20](B2OC(C)(C)C(C)(C)O2)[CH:19]=[N:18]1.C([O-])([O-])=O.[Cs+].[Cs+]. The catalyst is O1CCOCC1.O.C1C=CC([P]([Pd]([P](C2C=CC=CC=2)(C2C=CC=CC=2)C2C=CC=CC=2)([P](C2C=CC=CC=2)(C2C=CC=CC=2)C2C=CC=CC=2)[P](C2C=CC=CC=2)(C2C=CC=CC=2)C2C=CC=CC=2)(C2C=CC=CC=2)C2C=CC=CC=2)=CC=1. The product is [CH3:16][N:17]1[CH:21]=[C:20]([C:2]2[N:7]=[CH:6][N:5]=[C:4]([O:8][C:9]3[CH:10]=[CH:11][C:12]([NH2:15])=[N:13][CH:14]=3)[CH:3]=2)[CH:19]=[N:18]1. The yield is 0.680. (4) The reactants are I[C:2]1[CH:7]=[CH:6][C:5]([Br:8])=[CH:4][CH:3]=1.C(N(CC)CC)C.[CH2:16]([O:18][SiH:19]([O:23][CH2:24][CH3:25])[O:20][CH2:21][CH3:22])[CH3:17]. The catalyst is CN(C)C=O. The product is [Br:8][C:5]1[CH:6]=[CH:7][C:2]([Si:19]([O:23][CH2:24][CH3:25])([O:20][CH2:21][CH3:22])[O:18][CH2:16][CH3:17])=[CH:3][CH:4]=1. The yield is 0.810. (5) The reactants are [OH:1][C:2]1[CH:11]=[C:10]2[C:5]([CH:6]=[C:7]([C:16]([O:18][CH2:19][CH3:20])=[O:17])[CH:8]([C:12]([F:15])([F:14])[F:13])[O:9]2)=[CH:4][CH:3]=1.B(F)(F)F.[CH3:25]COCC.C(=O)(O)[O-].[Na+].[CH2:35]1[CH2:40][CH2:39]CCC1. No catalyst specified. The product is [C:40]([O:1][C:2]1[CH:11]=[C:10]2[C:5]([CH:6]=[C:7]([C:16]([O:18][CH2:19][CH3:20])=[O:17])[CH:8]([C:12]([F:15])([F:13])[F:14])[O:9]2)=[CH:4][CH:3]=1)([CH3:39])([CH3:35])[CH3:25]. The yield is 0.560.